Dataset: Reaction yield outcomes from USPTO patents with 853,638 reactions. Task: Predict the reaction yield, written as a fraction of the theoretical maximum amount of product (1.0 means a 100% yield; for example, 0.34 means a 34% yield). (1) The reactants are [CH2:1]([NH:8][C:9]([N:11]1[C@H:16]2[CH2:17][N:18]([CH2:31][C:32]3[CH:37]=[CH:36][CH:35]=[C:34](F)[N:33]=3)[C:19](=[O:30])[C@H:20]([CH2:21][C:22]3[CH:27]=[CH:26][C:25]([OH:28])=[CH:24][C:23]=3[F:29])[N:15]2[C:14](=[O:39])[CH2:13][N:12]1[CH2:40][CH:41]=[CH2:42])=[O:10])[C:2]1[CH:7]=[CH:6][CH:5]=[CH:4][CH:3]=1.[NH:43]1[CH2:46][CH:45]([N:47]2[CH2:52][CH2:51][N:50]([CH3:53])[C@@H:49]([CH3:54])[CH2:48]2)[CH2:44]1. The catalyst is N1C=CC=CC=1. The product is [CH2:1]([NH:8][C:9]([N:11]1[C@H:16]2[CH2:17][N:18]([CH2:31][C:32]3[CH:37]=[CH:36][CH:35]=[C:34]([N:43]4[CH2:46][CH:45]([N:47]5[CH2:52][CH2:51][N:50]([CH3:53])[C@@H:49]([CH3:54])[CH2:48]5)[CH2:44]4)[N:33]=3)[C:19](=[O:30])[C@H:20]([CH2:21][C:22]3[CH:27]=[CH:26][C:25]([OH:28])=[CH:24][C:23]=3[F:29])[N:15]2[C:14](=[O:39])[CH2:13][N:12]1[CH2:40][CH:41]=[CH2:42])=[O:10])[C:2]1[CH:7]=[CH:6][CH:5]=[CH:4][CH:3]=1. The yield is 0.580. (2) The reactants are C(=O)([O-])[O-].[K+].[K+].[C:7](Cl)(=[O:9])[CH3:8].[N+:11]([C:14]1[CH:19]=[CH:18][C:17]([N:20]2[CH2:25][CH2:24][NH:23][CH2:22][CH2:21]2)=[CH:16][CH:15]=1)([O-:13])=[O:12]. The catalyst is ClCCl. The product is [C:7]([N:23]1[CH2:24][CH2:25][N:20]([C:17]2[CH:16]=[CH:15][C:14]([N+:11]([O-:13])=[O:12])=[CH:19][CH:18]=2)[CH2:21][CH2:22]1)(=[O:9])[CH3:8]. The yield is 0.720. (3) The reactants are C(N(CC)CC)C.[Br:8][C:9]1[C:18]([O:19][CH2:20][C:21]([O:23][CH3:24])=[O:22])=[CH:17][CH:16]=[C:15]2[C:10]=1[CH:11]=[CH:12][C:13]([CH2:25][NH3+:26])=[CH:14]2.[Cl-].[C:28]1([N:34]2[C:38]([CH2:39][CH2:40][CH3:41])=[C:37]([C:42](Cl)=[O:43])[CH:36]=[N:35]2)[CH:33]=[CH:32][CH:31]=[CH:30][CH:29]=1. The catalyst is C(Cl)Cl. The product is [CH3:24][O:23][C:21](=[O:22])[CH2:20][O:19][C:18]1[CH:17]=[CH:16][C:15]2[C:10](=[CH:11][CH:12]=[C:13]([CH2:25][NH:26][C:42]([C:37]3[CH:36]=[N:35][N:34]([C:28]4[CH:33]=[CH:32][CH:31]=[CH:30][CH:29]=4)[C:38]=3[CH2:39][CH2:40][CH3:41])=[O:43])[CH:14]=2)[C:9]=1[Br:8]. The yield is 0.950. (4) The reactants are [C:1]([N:8]1[CH2:11][C:10](=O)[CH2:9]1)([O:3][C:4]([CH3:7])([CH3:6])[CH3:5])=[O:2].[CH2:13]([CH2:15][NH2:16])[OH:14]. No catalyst specified. The product is [C:1]([N:8]1[CH2:11][CH:10]([NH:16][CH2:15][CH2:13][OH:14])[CH2:9]1)([O:3][C:4]([CH3:7])([CH3:6])[CH3:5])=[O:2]. The yield is 0.623. (5) The reactants are [OH:1][CH:2]([CH2:6][CH2:7][CH2:8][CH2:9][CH2:10][CH3:11])[C:3]([OH:5])=[O:4].Br[CH:13]([CH3:17])[C:14](Br)=[O:15].C(N(CC)CC)C. The catalyst is CC(C)=O. The product is [CH3:17][CH:13]1[O:4][C:3](=[O:5])[CH:2]([CH2:6][CH2:7][CH2:8][CH2:9][CH2:10][CH3:11])[O:1][C:14]1=[O:15]. The yield is 0.450. (6) The reactants are [NH2:1][CH2:2][C:3]1[C:4]([F:21])=[C:5]([O:10][C:11]2[CH:12]=[C:13]([CH:16]=[C:17]([CH:19]=[CH2:20])[CH:18]=2)[C:14]#[N:15])[C:6]([Cl:9])=[CH:7][CH:8]=1.[Cl:22][C:23]1[N:24]=[CH:25][N:26](COCC[Si](C)(C)C)[C:27]=1[C:28](O)=[O:29].CCN(C(C)C)C(C)C.CN(C(ON1N=NC2C=CC=NC1=2)=[N+](C)C)C.F[P-](F)(F)(F)(F)F. The catalyst is C1COCC1. The product is [Cl:22][C:23]1[N:24]=[CH:25][NH:26][C:27]=1[C:28]([NH:1][CH2:2][C:3]1[CH:8]=[CH:7][C:6]([Cl:9])=[C:5]([O:10][C:11]2[CH:18]=[C:17]([CH:19]=[CH2:20])[CH:16]=[C:13]([C:14]#[N:15])[CH:12]=2)[C:4]=1[F:21])=[O:29]. The yield is 0.369. (7) The reactants are CN(C)C=O.[C:6]([C:8]1[C:13]([CH3:14])=[C:12](I)[C:11]([F:16])=[C:10]([O:17][CH3:18])[C:9]=1[NH:19][C:20](=[O:25])[C:21]([F:24])([F:23])[F:22])#[N:7].[CH2:26]([O:33][C:34]1[CH:35]=[C:36](B(O)O)[CH:37]=[CH:38][CH:39]=1)[C:27]1[CH:32]=[CH:31][CH:30]=[CH:29][CH:28]=1. The catalyst is C1C=CC([P]([Pd]([P](C2C=CC=CC=2)(C2C=CC=CC=2)C2C=CC=CC=2)([P](C2C=CC=CC=2)(C2C=CC=CC=2)C2C=CC=CC=2)[P](C2C=CC=CC=2)(C2C=CC=CC=2)C2C=CC=CC=2)(C2C=CC=CC=2)C2C=CC=CC=2)=CC=1.C(OCC)(=O)C. The product is [CH2:26]([O:33][C:34]1[CH:39]=[C:38]([C:12]2[C:13]([CH3:14])=[C:8]([C:6]#[N:7])[C:9]([NH:19][C:20](=[O:25])[C:21]([F:24])([F:23])[F:22])=[C:10]([O:17][CH3:18])[C:11]=2[F:16])[CH:37]=[CH:36][CH:35]=1)[C:27]1[CH:32]=[CH:31][CH:30]=[CH:29][CH:28]=1. The yield is 0.730. (8) The reactants are [CH2:1]([O:3][C:4]([C:6]1[CH:7]=[N:8][NH:9][C:10]=1[NH2:11])=[O:5])[CH3:2].C(=O)([O-])[O-].[K+].[K+].Br[CH2:19][C:20]1[CH:31]=[CH:30][C:23]([CH2:24][N:25]2[CH:29]=[CH:28][CH:27]=[N:26]2)=[CH:22][CH:21]=1.C(OCC)(=O)C. The catalyst is C(#N)C. The product is [CH2:1]([O:3][C:4]([C:6]1[C:10]([NH2:11])=[N:9][N:8]([CH2:19][C:20]2[CH:21]=[CH:22][C:23]([CH2:24][N:25]3[CH:29]=[CH:28][CH:27]=[N:26]3)=[CH:30][CH:31]=2)[CH:7]=1)=[O:5])[CH3:2].[CH2:1]([O:3][C:4]([C:6]1[CH:7]=[N:8][N:9]([CH2:19][C:20]2[CH:21]=[CH:22][C:23]([CH2:24][N:25]3[CH:29]=[CH:28][CH:27]=[N:26]3)=[CH:30][CH:31]=2)[C:10]=1[NH2:11])=[O:5])[CH3:2]. The yield is 0.310. (9) The reactants are [CH2:1]([OH:8])[C:2]1[CH:7]=[CH:6][CH:5]=[CH:4][CH:3]=1.[H-].[Na+].Cl.[Cl:12]C1C=CC(OC[CH2:19][CH2:20][CH:21]2[CH2:29][CH2:28][C:24]3[NH:25][CH:26]=[N:27][C:23]=3[CH2:22]2)=CC=1.O. The catalyst is CN(C=O)C. The product is [ClH:12].[CH2:1]([O:8][CH2:19][CH2:20][CH:21]1[CH2:29][CH2:28][C:24]2[NH:25][CH:26]=[N:27][C:23]=2[CH2:22]1)[C:2]1[CH:7]=[CH:6][CH:5]=[CH:4][CH:3]=1. The yield is 0.310.